From a dataset of HIV replication inhibition screening data with 41,000+ compounds from the AIDS Antiviral Screen. Binary Classification. Given a drug SMILES string, predict its activity (active/inactive) in a high-throughput screening assay against a specified biological target. (1) The molecule is Cc1cccc2c(=O)c3cccc(CC(=O)O)c3oc12.[NaH]. The result is 0 (inactive). (2) The compound is CCC(c1ccc(Cl)cc1)N1CCC2(CC1)C(=O)NCN2c1ccccc1. The result is 0 (inactive).